Dataset: hERG potassium channel inhibition data for cardiac toxicity prediction from Karim et al.. Task: Regression/Classification. Given a drug SMILES string, predict its toxicity properties. Task type varies by dataset: regression for continuous values (e.g., LD50, hERG inhibition percentage) or binary classification for toxic/non-toxic outcomes (e.g., AMES mutagenicity, cardiotoxicity, hepatotoxicity). Dataset: herg_karim. (1) The result is 1 (blocker). The compound is COc1ccccc1-c1nc2c(C(=O)NC3CN4CCC3CC4)cccc2o1. (2) The molecule is C[n+]1c(C#Cc2ccc(Cl)cc2)cccc1C#Cc1ccc(Cl)cc1. The result is 1 (blocker).